From a dataset of Reaction yield outcomes from USPTO patents with 853,638 reactions. Predict the reaction yield, written as a fraction of the theoretical maximum amount of product (1.0 means a 100% yield; for example, 0.34 means a 34% yield). The reactants are [C:1](O[BH-](OC(=O)C)OC(=O)C)(=O)[CH3:2].[Na+].[CH2:15]([O:22][C:23](=[O:45])[C:24]([NH:37][C:38]([O:40][C:41]([CH3:44])([CH3:43])[CH3:42])=[O:39])([NH:29][C:30]([O:32][C:33]([CH3:36])([CH3:35])[CH3:34])=[O:31])[CH2:25]CC=O)[C:16]1[CH:21]=[CH:20][CH:19]=[CH:18][CH:17]=1.Cl.[CH2:47]([O:49][C:50](=[O:54])[C@H:51]([CH3:53])[NH2:52])[CH3:48].[Cl-].[NH4+]. The catalyst is ClCCl. The product is [CH2:15]([O:22][C:23](=[O:45])[C:24]([NH:29][C:30]([O:32][C:33]([CH3:36])([CH3:34])[CH3:35])=[O:31])([NH:37][C:38]([O:40][C:41]([CH3:42])([CH3:43])[CH3:44])=[O:39])[CH2:25][CH2:1][CH2:2][NH:52][CH:51]([C:50]([O:49][CH2:47][CH3:48])=[O:54])[CH3:53])[C:16]1[CH:21]=[CH:20][CH:19]=[CH:18][CH:17]=1. The yield is 0.410.